From a dataset of Forward reaction prediction with 1.9M reactions from USPTO patents (1976-2016). Predict the product of the given reaction. (1) The product is: [NH2:32][C:30](=[O:31])[C@@H:29]([NH:28][C:25](=[O:27])[C:7]1[CH:6]=[C:5]([C@H:2]([OH:1])[CH2:3][OH:4])[CH:10]=[C:9]([C:11]2[CH:12]=[CH:13][C:14]([O:17][C:18]3[CH:19]=[CH:20][C:21]([F:24])=[CH:22][CH:23]=3)=[CH:15][CH:16]=2)[N:8]=1)[CH2:33][CH:34]([CH3:36])[CH3:35]. Given the reactants [OH:1][C@@H:2]([C:5]1[CH:10]=[C:9]([C:11]2[CH:16]=[CH:15][C:14]([O:17][C:18]3[CH:23]=[CH:22][C:21]([F:24])=[CH:20][CH:19]=3)=[CH:13][CH:12]=2)[N:8]=[C:7]([C:25]([OH:27])=O)[CH:6]=1)[CH2:3][OH:4].[NH2:28][C@@H:29]([CH2:33][CH:34]([CH3:36])[CH3:35])[C:30]([NH2:32])=[O:31].CCN(C(C)C)C(C)C.CN(C(ON1N=NC2C=CC=CC1=2)=[N+](C)C)C.F[P-](F)(F)(F)(F)F, predict the reaction product. (2) The product is: [C:22]([C:21]1[CH:20]=[CH:19][C:18]([O:17][C:14]2[CH:13]=[CH:12][C:11]([C:2]([F:9])([F:8])[C:3]([O:5][CH2:6][CH3:7])=[O:4])=[N:16][CH:15]=2)=[CH:25][CH:24]=1)#[N:23]. Given the reactants Br[C:2]([F:9])([F:8])[C:3]([O:5][CH2:6][CH3:7])=[O:4].Br[C:11]1[N:16]=[CH:15][C:14]([O:17][C:18]2[CH:25]=[CH:24][C:21]([C:22]#[N:23])=[CH:20][CH:19]=2)=[CH:13][CH:12]=1, predict the reaction product. (3) Given the reactants CS(O[CH2:6][CH:7]1[C:16]2[C:11](=[CH:12][CH:13]=[CH:14][CH:15]=2)[O:10][CH2:9][CH2:8]1)(=O)=O.[C-]#[N:18].[K+].[CH2:20](O)[CH3:21], predict the reaction product. The product is: [O:10]1[C:11]2[C:16](=[CH:15][CH:14]=[CH:13][CH:12]=2)[CH:7]([CH2:6][CH2:21][C:20]#[N:18])[CH2:8][CH2:9]1. (4) Given the reactants [O:1]1[CH2:6][CH2:5][CH2:4][O:3][CH:2]1[C:7]1[CH:8]=[C:9]2[C:13](=[CH:14][CH:15]=1)[N:12](COCC[Si](C)(C)C)[N:11]=[C:10]2[N:24]([CH2:26][CH2:27][CH2:28][O:29][CH3:30])[CH3:25].[F-].C([N+](CCCC)(CCCC)CCCC)CCC.C(N)CN, predict the reaction product. The product is: [O:3]1[CH2:4][CH2:5][CH2:6][O:1][CH:2]1[C:7]1[CH:8]=[C:9]2[C:13](=[CH:14][CH:15]=1)[NH:12][N:11]=[C:10]2[N:24]([CH2:26][CH2:27][CH2:28][O:29][CH3:30])[CH3:25]. (5) Given the reactants C[O:2][CH:3]=[CH:4][CH2:5][CH2:6][C@H:7]1[CH2:12][CH2:11][C@H:10]([C@H:13]2[CH2:18][CH2:17][C@H:16]([CH2:19][CH2:20][CH3:21])[CH2:15][CH2:14]2)[CH2:9][CH2:8]1.C(O)=O, predict the reaction product. The product is: [CH2:19]([C@H:16]1[CH2:17][CH2:18][C@H:13]([C@H:10]2[CH2:11][CH2:12][C@H:7]([CH2:6][CH2:5][CH2:4][CH:3]=[O:2])[CH2:8][CH2:9]2)[CH2:14][CH2:15]1)[CH2:20][CH3:21]. (6) Given the reactants [O:1]=[S:2]1(=[O:28])[CH2:7][CH2:6][N:5]([CH2:8][CH2:9][N:10]([CH2:23][CH2:24][CH2:25][O:26][CH3:27])S(C2C=CC=CC=2[N+]([O-])=O)(=O)=O)[CH2:4][CH2:3]1.C1(S)C=CC=CC=1.C(=O)([O-])[O-].[K+].[K+], predict the reaction product. The product is: [O:28]=[S:2]1(=[O:1])[CH2:3][CH2:4][N:5]([CH2:8][CH2:9][NH:10][CH2:23][CH2:24][CH2:25][O:26][CH3:27])[CH2:6][CH2:7]1. (7) The product is: [F:1][C:2]([F:7])([F:6])[C:3]([OH:5])=[O:4].[CH3:8][CH:9]1[CH2:14][CH2:13][CH2:12][CH2:11][N:10]1[CH2:15][CH2:16][CH2:17][NH:18][C:19]1[C:24]([C:25]2[N:30]=[CH:29][N:28]=[C:27]([O:31][C:32]3[C:37]4[N:38]=[C:39]([NH:41][C:52](=[O:54])[CH3:53])[S:40][C:36]=4[CH:35]=[CH:34][CH:33]=3)[CH:26]=2)=[CH:23][CH:22]=[C:21]([C:42]([F:45])([F:43])[F:44])[N:20]=1. Given the reactants [F:1][C:2]([F:7])([F:6])[C:3]([OH:5])=[O:4].[CH3:8][CH:9]1[CH2:14][CH2:13][CH2:12][CH2:11][N:10]1[CH2:15][CH2:16][CH2:17][NH:18][C:19]1[C:24]([C:25]2[N:30]=[CH:29][N:28]=[C:27]([O:31][C:32]3[C:37]4[N:38]=[C:39]([NH2:41])[S:40][C:36]=4[CH:35]=[CH:34][CH:33]=3)[CH:26]=2)=[CH:23][CH:22]=[C:21]([C:42]([F:45])([F:44])[F:43])[N:20]=1.C(=O)([O-])[O-].[K+].[K+].[C:52](OC(=O)C)(=[O:54])[CH3:53], predict the reaction product. (8) Given the reactants [CH3:1][O:2][C:3]1[C:11]2[N:10]=[C:9]([C:12]3[S:13][CH:14]=[CH:15][CH:16]=3)[NH:8][C:7]=2[C:6]([C:17]([OH:19])=O)=[CH:5][CH:4]=1.[NH2:20][CH2:21][CH:22]1[CH2:27][CH2:26][CH2:25][CH2:24][N:23]1[C:28]([O:30][C:31]([CH3:34])([CH3:33])[CH3:32])=[O:29], predict the reaction product. The product is: [CH3:1][O:2][C:3]1[C:11]2[NH:10][C:9]([C:12]3[S:13][CH:14]=[CH:15][CH:16]=3)=[N:8][C:7]=2[C:6]([C:17]([NH:20][CH2:21][CH:22]2[CH2:27][CH2:26][CH2:25][CH2:24][N:23]2[C:28]([O:30][C:31]([CH3:34])([CH3:33])[CH3:32])=[O:29])=[O:19])=[CH:5][CH:4]=1. (9) Given the reactants [Cl:1][C:2]1[CH:3]=[C:4]([CH:20]=[CH:21][CH:22]=1)[C:5]([NH:7][C:8]12[CH2:17][CH:12]3[CH2:13][CH:14]([CH2:16][C:10]([CH:18]=O)([CH2:11]3)[CH2:9]1)[CH2:15]2)=[O:6].[C:23]([O-])([O-])=O.[K+].[K+].[N+](=C(P(=O)(OC)OC)C(=O)C)=[N-], predict the reaction product. The product is: [Cl:1][C:2]1[CH:3]=[C:4]([CH:20]=[CH:21][CH:22]=1)[C:5]([NH:7][C:8]12[CH2:15][CH:14]3[CH2:13][CH:12]([CH2:11][C:10]([C:18]#[CH:23])([CH2:16]3)[CH2:9]1)[CH2:17]2)=[O:6]. (10) The product is: [CH2:13]([O:12][C:11]([NH:10][C@H:9]1[CH2:8][CH2:7][N:6]([C:22]2[CH:23]=[C:24]([CH:29]=[C:30]([F:32])[CH:31]=2)[C:25]([O:27][CH3:28])=[O:26])[CH2:5][C@H:4]1[O:3][CH3:2])=[O:20])[C:14]1[CH:19]=[CH:18][CH:17]=[CH:16][CH:15]=1. Given the reactants Cl.[CH3:2][O:3][C@H:4]1[C@@H:9]([NH:10][C:11](=[O:20])[O:12][CH2:13][C:14]2[CH:19]=[CH:18][CH:17]=[CH:16][CH:15]=2)[CH2:8][CH2:7][NH:6][CH2:5]1.Cl[C:22]1[CH:23]=[C:24]([CH:29]=[C:30]([F:32])[CH:31]=1)[C:25]([O:27][CH3:28])=[O:26].C1C=CC(P(C2C(C3C(P(C4C=CC=CC=4)C4C=CC=CC=4)=CC=C4C=3C=CC=C4)=C3C(C=CC=C3)=CC=2)C2C=CC=CC=2)=CC=1.C(=O)([O-])[O-].[Cs+].[Cs+], predict the reaction product.